From a dataset of Full USPTO retrosynthesis dataset with 1.9M reactions from patents (1976-2016). Predict the reactants needed to synthesize the given product. (1) Given the product [C:3]([N:29]1[CH2:28][CH2:27][N:26]([CH2:25][C:24]2[N:20]3[C:21]([C:16]([NH2:15])=[N:17][CH:18]=[N:19]3)=[C:22]([C:37]3[S:38][C:39]4[C:45]([O:46][CH3:47])=[CH:44][C:43]([CH3:48])=[CH:42][C:40]=4[CH:41]=3)[C:23]=2[CH2:32][NH:33][C:34](=[O:36])[CH3:35])[CH2:31][CH2:30]1)(=[O:4])[CH3:2], predict the reactants needed to synthesize it. The reactants are: F[C:2](F)(F)[C:3](O)=[O:4].FC(F)(F)C(O)=O.[NH2:15][C:16]1[C:21]2=[C:22]([C:37]3[S:38][C:39]4[C:45]([O:46][CH3:47])=[CH:44][C:43]([CH3:48])=[CH:42][C:40]=4[CH:41]=3)[C:23]([CH2:32][NH:33][C:34](=[O:36])[CH3:35])=[C:24]([CH2:25][N:26]3[CH2:31][CH2:30][NH:29][CH2:28][CH2:27]3)[N:20]2[N:19]=[CH:18][N:17]=1.C(Cl)(=O)C.C(=O)([O-])[O-].[Na+].[Na+]. (2) The reactants are: [N:1]([C:4]1[CH:12]=[CH:11][C:7]2[NH:8][CH:9]=[N:10][C:6]=2[CH:5]=1)=[C:2]=[S:3].[F:13][C:14]1[CH:19]=[CH:18][C:17]([CH2:20][NH:21][CH3:22])=[CH:16][CH:15]=1. Given the product [F:13][C:14]1[CH:19]=[CH:18][C:17]([CH2:20][N:21]([CH3:22])[C:2]([NH:1][C:4]2[CH:12]=[CH:11][C:7]3[NH:8][CH:9]=[N:10][C:6]=3[CH:5]=2)=[S:3])=[CH:16][CH:15]=1, predict the reactants needed to synthesize it. (3) Given the product [CH2:34]([O:33][C:31](=[O:32])[C:30]1[CH:36]=[CH:37][C:27]([N:22]2[CH2:23][CH2:24][CH2:25][CH:19]([O:18][CH2:17][C:5]3[C:6]([C:9]4[C:10]([Cl:16])=[CH:11][CH:12]=[CH:13][C:14]=4[Cl:15])=[N:7][O:8][C:4]=3[CH:1]3[CH2:2][CH2:3]3)[CH2:20][CH2:21]2)=[CH:28][CH:29]=1)[CH3:35], predict the reactants needed to synthesize it. The reactants are: [CH:1]1([C:4]2[O:8][N:7]=[C:6]([C:9]3[C:14]([Cl:15])=[CH:13][CH:12]=[CH:11][C:10]=3[Cl:16])[C:5]=2[CH2:17][O:18][CH:19]2[CH2:25][CH2:24][CH2:23][NH:22][CH2:21][CH2:20]2)[CH2:3][CH2:2]1.I[C:27]1[CH:37]=[CH:36][C:30]([C:31]([O:33][CH2:34][CH3:35])=[O:32])=[CH:29][CH:28]=1.N1CCC[C@H]1C(O)=O.C(=O)([O-])[O-].[K+].[K+].